This data is from Full USPTO retrosynthesis dataset with 1.9M reactions from patents (1976-2016). The task is: Predict the reactants needed to synthesize the given product. (1) The reactants are: [NH2:1][C:2]1[C:7]2=[CH:8][CH:9]=[C:10]([C@@H:11]3[O:15][C@@:14]([CH2:18][OH:19])([C:16]#[N:17])[C@@H:13]([O:20][Si](C(C)(C)C)(C)C)[CH2:12]3)[N:6]2[N:5]=[CH:4][N:3]=1.CCCC[N+](CCCC)(CCCC)CCCC.[F-]. Given the product [NH2:1][C:2]1[C:7]2=[CH:8][CH:9]=[C:10]([C@@H:11]3[O:15][C@@:14]([CH2:18][OH:19])([C:16]#[N:17])[C@@H:13]([OH:20])[CH2:12]3)[N:6]2[N:5]=[CH:4][N:3]=1, predict the reactants needed to synthesize it. (2) Given the product [CH:10]1[C:11]2[CH:12]([CH2:14][O:15][C:16]([N:18]3[CH2:19][C@H:20]([NH:47][S:48]([C:51]4[CH:56]=[CH:55][C:54]([O:57][CH3:58])=[C:53]([O:59][CH3:60])[CH:52]=4)(=[O:50])=[O:49])[CH2:21][C@H:22]([C:24](=[O:46])[NH:25][CH2:26][C:27]4([CH2:41][CH2:42][CH2:43][C:44]([OH:63])=[O:45])[C:40]5[CH:39]=[CH:38][CH:37]=[CH:36][C:35]=5[O:34][C:33]5[C:28]4=[CH:29][CH:30]=[CH:31][CH:32]=5)[CH2:23]3)=[O:17])[C:13]3[C:5](=[CH:4][CH:3]=[CH:2][CH:1]=3)[C:6]=2[CH:7]=[CH:8][CH:9]=1, predict the reactants needed to synthesize it. The reactants are: [CH:1]1[C:13]2[CH:12]([CH2:14][O:15][C:16]([N:18]3[CH2:23][C@@H:22]([C:24](=[O:46])[NH:25][CH2:26][C:27]4([CH2:41][CH2:42][CH2:43][CH2:44][OH:45])[C:40]5[CH:39]=[CH:38][CH:37]=[CH:36][C:35]=5[O:34][C:33]5[C:28]4=[CH:29][CH:30]=[CH:31][CH:32]=5)[CH2:21][C@@H:20]([NH:47][S:48]([C:51]4[CH:56]=[CH:55][C:54]([O:57][CH3:58])=[C:53]([O:59][CH3:60])[CH:52]=4)(=[O:50])=[O:49])[CH2:19]3)=[O:17])[C:11]3[C:6](=[CH:7][CH:8]=[CH:9][CH:10]=3)[C:5]=2[CH:4]=[CH:3][CH:2]=1.CC(OI1(OC(C)=O)(OC(C)=O)OC(=O)C2C=CC=CC1=2)=[O:63].CC(=CC)C.[O-]Cl=O.[Na+]. (3) Given the product [CH3:25][C:16]1[CH:21]=[CH:20][CH:19]=[CH:18][C:17]=1[C:2]1[CH:11]=[CH:10][C:5]([C:6]([O:8][CH3:9])=[O:7])=[CH:4][C:3]=1[C:12]([F:15])([F:14])[F:13], predict the reactants needed to synthesize it. The reactants are: Br[C:2]1[CH:11]=[CH:10][C:5]([C:6]([O:8][CH3:9])=[O:7])=[CH:4][C:3]=1[C:12]([F:15])([F:14])[F:13].[C:16]1([CH3:25])[CH:21]=[CH:20][CH:19]=[CH:18][C:17]=1B(O)O.C(=O)([O-])[O-].[K+].[K+]. (4) Given the product [NH2:1][C:2]1[N:6]([CH3:7])[C:5](=[O:8])[C:4]([C:21]2[CH:26]=[CH:25][C:24]([F:27])=[C:23]([C:31]3[CH:30]=[N:29][CH:34]=[CH:33][CH:32]=3)[CH:22]=2)([C:9]2[CH:14]=[CH:13][CH:12]=[C:11]([S:15]([F:20])([F:19])([F:18])([F:17])[F:16])[CH:10]=2)[N:3]=1, predict the reactants needed to synthesize it. The reactants are: [NH2:1][C:2]1[N:6]([CH3:7])[C:5](=[O:8])[C:4]([C:21]2[CH:26]=[CH:25][C:24]([F:27])=[C:23](Br)[CH:22]=2)([C:9]2[CH:14]=[CH:13][CH:12]=[C:11]([S:15]([F:20])([F:19])([F:18])([F:17])[F:16])[CH:10]=2)[N:3]=1.[N:29]1[CH:34]=[CH:33][CH:32]=[C:31](B(O)O)[CH:30]=1. (5) Given the product [F:10][CH:9]([F:11])[O:8][C:5]1[CH:6]=[CH:7][C:2]([B:15]2[O:16][C:17]([CH3:19])([CH3:18])[C:13]([CH3:29])([CH3:12])[O:14]2)=[CH:3][CH:4]=1, predict the reactants needed to synthesize it. The reactants are: Br[C:2]1[CH:7]=[CH:6][C:5]([O:8][CH:9]([F:11])[F:10])=[CH:4][CH:3]=1.[CH3:12][C:13]1([CH3:29])[C:17]([CH3:19])([CH3:18])[O:16][B:15]([B:15]2[O:16][C:17]([CH3:19])([CH3:18])[C:13]([CH3:29])([CH3:12])[O:14]2)[O:14]1.C([O-])([O-])=O.[Cs+].[Cs+]. (6) Given the product [CH2:7]([N:14]1[C@H:18]([CH2:19][OH:20])[CH2:17][CH2:16][C@@H:15]1[CH2:24][OH:25])[C:8]1[CH:9]=[CH:10][CH:11]=[CH:12][CH:13]=1, predict the reactants needed to synthesize it. The reactants are: [H-].[Al+3].[Li+].[H-].[H-].[H-].[CH2:7]([N:14]1[C@H:18]([C:19](OCC)=[O:20])[CH2:17][CH2:16][C@@H:15]1[C:24](OCC)=[O:25])[C:8]1[CH:13]=[CH:12][CH:11]=[CH:10][CH:9]=1.O.[OH-].[Na+].